From a dataset of Catalyst prediction with 721,799 reactions and 888 catalyst types from USPTO. Predict which catalyst facilitates the given reaction. (1) Reactant: [CH3:1][C:2]1[CH:7]=[CH:6][N:5]=[CH:4][C:3]=1[N:8]1[CH2:12][CH2:11][NH:10][C:9]1=[O:13].Br[C:15]1[CH:16]=[N:17][S:18][CH:19]=1.N[C@@H:21]1CCCC[C@H]1N.P([O-])([O-])([O-])=O.[K+].[K+].[K+]. Product: [S:18]1[CH:19]=[C:15]([N:10]2[CH2:11][CH2:12][N:8]([C:3]3[CH:4]=[N:5][CH:6]=[CH:7][C:2]=3[CH2:1][CH3:21])[C:9]2=[O:13])[CH:16]=[N:17]1. The catalyst class is: 246. (2) Reactant: C(N(CC)C(C)C)(C)C.[Cl:10][C:11]1[CH:16]=[CH:15][C:14]([C:17]2([C:20]3[CH2:24][C@:23]4([CH2:28][C@@H:27]([C:29]([O:31][CH3:32])=[O:30])[NH:26][CH2:25]4)[O:22][N:21]=3)[CH2:19][CH2:18]2)=[CH:13][CH:12]=1.[C:33](Cl)(=[O:35])[CH3:34].C(O)(C(F)(F)F)=O. The catalyst class is: 382. Product: [C:33]([N:26]1[C@H:27]([C:29]([O:31][CH3:32])=[O:30])[CH2:28][C:23]2([O:22][N:21]=[C:20]([C:17]3([C:14]4[CH:15]=[CH:16][C:11]([Cl:10])=[CH:12][CH:13]=4)[CH2:18][CH2:19]3)[CH2:24]2)[CH2:25]1)(=[O:35])[CH3:34]. (3) Reactant: [CH3:1][N:2]1[CH2:7][C@@H:6]([CH3:8])[N:5]([C:9]2[CH:14]=[CH:13][C:12]([N+:15]([O-])=O)=[CH:11][CH:10]=2)[CH2:4][C@@H:3]1[CH3:18]. Product: [CH3:8][C@H:6]1[CH2:7][N:2]([CH3:1])[C@H:3]([CH3:18])[CH2:4][N:5]1[C:9]1[CH:10]=[CH:11][C:12]([NH2:15])=[CH:13][CH:14]=1. The catalyst class is: 50. (4) Reactant: CS([C:5]1[N:6]=[CH:7][C:8]2[CH:13]=[CH:12][S:11][C:9]=2[N:10]=1)(=O)=O.[NH2:14][CH:15]1[CH2:20][CH2:19][O:18][CH2:17][CH2:16]1.CN1CCCC1=O. Product: [O:18]1[CH2:19][CH2:20][CH:15]([NH:14][C:5]2[N:6]=[CH:7][C:8]3[CH:13]=[CH:12][S:11][C:9]=3[N:10]=2)[CH2:16][CH2:17]1. The catalyst class is: 84. (5) The catalyst class is: 1. Product: [Br:35][CH2:13][CH2:12][CH2:11][CH2:10][C:7]1[CH:8]=[CH:9][C:4]([N+:1]([O-:3])=[O:2])=[CH:5][CH:6]=1. Reactant: [N+:1]([C:4]1[CH:9]=[CH:8][C:7]([CH2:10][CH2:11][CH2:12][CH2:13]O)=[CH:6][CH:5]=1)([O-:3])=[O:2].C1C=CC(P(C2C=CC=CC=2)C2C=CC=CC=2)=CC=1.C(Br)(Br)(Br)[Br:35].